This data is from Forward reaction prediction with 1.9M reactions from USPTO patents (1976-2016). The task is: Predict the product of the given reaction. (1) Given the reactants [F:1][C:2]1[CH:7]=[CH:6][C:5]([C:8]2[CH:13]=[CH:12][C:11]([OH:14])=[CH:10][CH:9]=2)=[CH:4][CH:3]=1.[CH2:15]([O:17][C:18]([C:20]1([CH2:34]I)[CH2:24][CH2:23][N:22]([C:25](=[O:33])[C:26]2[CH:31]=[CH:30][C:29]([Cl:32])=[CH:28][CH:27]=2)[CH2:21]1)=[O:19])[CH3:16], predict the reaction product. The product is: [CH2:15]([O:17][C:18]([C:20]1([CH2:34][O:14][C:11]2[CH:12]=[CH:13][C:8]([C:5]3[CH:4]=[CH:3][C:2]([F:1])=[CH:7][CH:6]=3)=[CH:9][CH:10]=2)[CH2:24][CH2:23][N:22]([C:25](=[O:33])[C:26]2[CH:27]=[CH:28][C:29]([Cl:32])=[CH:30][CH:31]=2)[CH2:21]1)=[O:19])[CH3:16]. (2) Given the reactants [Br:1][C:2]1[N:3]=[CH:4][C:5]([C:15]([OH:17])=O)=[N:6][C:7]=1[C:8]1[CH:13]=[CH:12][CH:11]=[C:10]([Cl:14])[CH:9]=1.ClC(N(C)C)=C(C)C.Cl.[CH3:27][C:28]([CH3:36])([C:30]1[N:34]=[C:33]([CH3:35])[O:32][N:31]=1)[NH2:29].C(N(C(C)C)C(C)C)C, predict the reaction product. The product is: [CH3:27][C:28]([NH:29][C:15]([C:5]1[CH:4]=[N:3][C:2]([Br:1])=[C:7]([C:8]2[CH:13]=[CH:12][CH:11]=[C:10]([Cl:14])[CH:9]=2)[N:6]=1)=[O:17])([C:30]1[N:34]=[C:33]([CH3:35])[O:32][N:31]=1)[CH3:36]. (3) Given the reactants [CH2:1](C1C2C(=CC=CC=2)NC=1)[C:2]1[C:10]2[C:5](=[CH:6][CH:7]=[CH:8][CH:9]=2)[NH:4][CH:3]=1.C(O[CH2:28][CH3:29])(OCC)OCC.S(=O)(=O)(O)O, predict the reaction product. The product is: [CH:7]1[CH:8]=[CH:9][CH:10]=[C:5]2[N:4]=[C:3]3[CH:1]=[C:2]4[C:3](=[N:4][C:5]5[C:10]4=[CH:9][CH:8]=[CH:7][CH:6]=5)[CH:29]=[C:28]3[C:6]=12. (4) Given the reactants [NH2:1][C@:2]1([CH2:22][OH:23])[CH2:6][CH2:5][C@@H:4]([C:7]2[CH:12]=[CH:11][C:10]([O:13][CH2:14][CH2:15][CH2:16][C:17]3[S:18][CH:19]=[CH:20][CH:21]=3)=[CH:9][CH:8]=2)[CH2:3]1.C[Si]([N-][Si](C)(C)C)(C)C.[Li+].[O:34](CC1C=CC=CC=1)[P:35]([O:34][P:35](OCC1C=CC=CC=1)([O:36]CC1C=CC=CC=1)=[O:44])(=[O:44])[O:36]CC1C=CC=CC=1.Br.C(O)(=O)C.C([SiH](C(C)C)C(C)C)(C)C, predict the reaction product. The product is: [P:35]([OH:44])([OH:36])([O:23][CH2:22][C@@:2]1([NH2:1])[CH2:6][CH2:5][C@@H:4]([C:7]2[CH:12]=[CH:11][C:10]([O:13][CH2:14][CH2:15][CH2:16][C:17]3[S:18][CH:19]=[CH:20][CH:21]=3)=[CH:9][CH:8]=2)[CH2:3]1)=[O:34]. (5) Given the reactants [CH3:1][C:2]1[CH:7]=[CH:6][C:5]([C:8]2[C:9]([C:16]3[CH:21]=[CH:20][C:19]([CH3:22])=[CH:18][CH:17]=3)=[C:10]([CH2:14]O)[CH:11]=[CH:12][CH:13]=2)=[CH:4][CH:3]=1.S(Cl)(Cl)=O.[NH:27]1[CH2:32][CH2:31][CH2:30][CH2:29][CH2:28]1, predict the reaction product. The product is: [CH3:1][C:2]1[CH:7]=[CH:6][C:5]([C:8]2[C:9]([C:16]3[CH:21]=[CH:20][C:19]([CH3:22])=[CH:18][CH:17]=3)=[C:10]([CH2:14][N:27]3[CH2:32][CH2:31][CH2:30][CH2:29][CH2:28]3)[CH:11]=[CH:12][CH:13]=2)=[CH:4][CH:3]=1. (6) Given the reactants [H-].[Na+].Br[CH2:4][CH2:5][C:6]1[N:7]=[C:8]([NH:11][S:12]([C:15]2[CH:20]=[CH:19][CH:18]=[C:17]([Cl:21])[C:16]=2[CH3:22])(=[O:14])=[O:13])[S:9][CH:10]=1.OC1C=NC=CC=1.Cl, predict the reaction product. The product is: [Cl:21][C:17]1[C:16]([CH3:22])=[C:15]([S:12]([NH:11][C:8]2[S:9][CH:10]=[C:6]([CH:5]=[CH2:4])[N:7]=2)(=[O:14])=[O:13])[CH:20]=[CH:19][CH:18]=1. (7) Given the reactants [CH3:1][C:2]([OH:6])([C:4]#[CH:5])[CH3:3].FC(F)(F)C(OC(=O)C(F)(F)F)=O.O[C:21]1[CH:22]=[C:23]2[C:28](=[CH:29][CH:30]=1)[N:27]=[CH:26][CH:25]=[CH:24]2.Cl, predict the reaction product. The product is: [CH3:1][C:2]([O:6][C:21]1[CH:22]=[C:23]2[C:28](=[CH:29][CH:30]=1)[N:27]=[CH:26][CH:25]=[CH:24]2)([CH3:3])[C:4]#[CH:5].